From a dataset of Full USPTO retrosynthesis dataset with 1.9M reactions from patents (1976-2016). Predict the reactants needed to synthesize the given product. (1) Given the product [C:11]([O:10][C:8]([N:5]1[CH2:4][CH2:3][CH:2]([NH:1][CH2:18][CH2:17][CH2:16][Cl:15])[CH2:7][CH2:6]1)=[O:9])([CH3:14])([CH3:13])[CH3:12], predict the reactants needed to synthesize it. The reactants are: [NH2:1][CH:2]1[CH2:7][CH2:6][N:5]([C:8]([O:10][C:11]([CH3:14])([CH3:13])[CH3:12])=[O:9])[CH2:4][CH2:3]1.[Cl:15][CH2:16][CH2:17][CH2:18]N=C=O. (2) Given the product [Cl:1][C:2]1[N:10]=[C:9]2[C:5]([NH:6][CH:7]=[N:8]2)=[C:4]([NH:20][C:16]2[CH:17]=[CH:18][CH:19]=[C:14]([O:13][CH3:12])[CH:15]=2)[N:3]=1, predict the reactants needed to synthesize it. The reactants are: [Cl:1][C:2]1[N:10]=[C:9]2[C:5]([NH:6][CH:7]=[N:8]2)=[C:4](Cl)[N:3]=1.[CH3:12][O:13][C:14]1[CH:19]=[CH:18][CH:17]=[C:16]([NH2:20])[CH:15]=1.C(N(CC)CC)C.C(Cl)(Cl)Cl.CO. (3) Given the product [NH2:1][C:2](=[O:37])[C@@H:3]([NH:20][C:21]([C:23]1([NH:29][C:30](=[O:36])[O:31][C:32]([CH3:33])([CH3:34])[CH3:35])[CH2:24][CH2:25][O:26][CH2:27][CH2:28]1)=[O:22])[CH2:4][C:5]1[CH:6]=[CH:7][C:8]([C:39]2[CH:40]=[CH:41][C:42]([CH3:47])=[C:43]([C:44]#[N:45])[CH:46]=2)=[CH:9][CH:10]=1, predict the reactants needed to synthesize it. The reactants are: [NH2:1][C:2](=[O:37])[C@@H:3]([NH:20][C:21]([C:23]1([NH:29][C:30](=[O:36])[O:31][C:32]([CH3:35])([CH3:34])[CH3:33])[CH2:28][CH2:27][O:26][CH2:25][CH2:24]1)=[O:22])[CH2:4][C:5]1[CH:10]=[CH:9][C:8](B2OC(C)(C)C(C)(C)O2)=[CH:7][CH:6]=1.Br[C:39]1[CH:40]=[CH:41][C:42]([CH3:47])=[C:43]([CH:46]=1)[C:44]#[N:45].C(=O)([O-])[O-].[Na+].[Na+]. (4) Given the product [ClH:1].[CH3:11][O:12][C:13]1[CH:18]=[CH:17][C:16]([NH:19][C:2]2[C:3]3[S:10][CH:9]=[CH:8][C:4]=3[N:5]=[CH:6][N:7]=2)=[CH:15][CH:14]=1, predict the reactants needed to synthesize it. The reactants are: [Cl:1][C:2]1[C:3]2[S:10][CH:9]=[CH:8][C:4]=2[N:5]=[CH:6][N:7]=1.[CH3:11][O:12][C:13]1[CH:18]=[CH:17][C:16]([NH2:19])=[CH:15][CH:14]=1.